From a dataset of HIV replication inhibition screening data with 41,000+ compounds from the AIDS Antiviral Screen. Binary Classification. Given a drug SMILES string, predict its activity (active/inactive) in a high-throughput screening assay against a specified biological target. (1) The compound is CCCCCC(=O)C(C)C1=Nc2nnc(CCCCCCCc3nnc4n3C(=O)C(C(C)C(=O)CCCCC)=N4)n2C1=O. The result is 0 (inactive). (2) The molecule is O=[N+]([O-])C1CCC(=NO)c2nonc21. The result is 0 (inactive). (3) The molecule is N=c1ccn(CC(=O)NCCCCO)c(=O)[nH]1. The result is 0 (inactive).